Dataset: Full USPTO retrosynthesis dataset with 1.9M reactions from patents (1976-2016). Task: Predict the reactants needed to synthesize the given product. Given the product [C:21]([C:17]1[CH:18]=[CH:19][C:20]([C:9]2([OH:13])[C:10](=[O:11])[C:4]3[C:5](=[CH:6][CH:1]=[CH:2][CH:3]=3)[C:7]2=[O:8])=[C:15]([OH:14])[CH:16]=1)(=[O:23])[CH3:22], predict the reactants needed to synthesize it. The reactants are: [CH:1]1[CH:6]=[C:5]2[C:7]([C:9]([OH:13])(O)[C:10](=[O:11])[C:4]2=[CH:3][CH:2]=1)=[O:8].[OH:14][C:15]1[CH:16]=[C:17]([C:21](=[O:23])[CH3:22])[CH:18]=[CH:19][CH:20]=1.